Dataset: Experimentally validated miRNA-target interactions with 360,000+ pairs, plus equal number of negative samples. Task: Binary Classification. Given a miRNA mature sequence and a target amino acid sequence, predict their likelihood of interaction. (1) The miRNA is hsa-miR-3619-5p with sequence UCAGCAGGCAGGCUGGUGCAGC. The protein sequence of the target gene is MLSSGVETQPVPLDSSMSAVVQELYSELPVSVSRELHADPEPSVIPDVKPGASSSLLSQNRALPLELQRTHVESCCEETYETLDHGSEPGRCGLVDSTAGGSVASGILDRAKRSESMEPKVFRDPGGQAGIIREPSEGAKEDPHQHSTAAEEKTSPSQEDLLMQSSKELSHVDLPEDFLRSKEGNVQITAETLLKSAEVQGMKVNGTKTDNNEGHKNGNVSKDLSAGCGEFQEVDKIMTSDEVSETSTLVTPEPLTFVDPVLTEATPKEKECEELKSCPWLSLPGNSAISNVDNGKEELC.... Result: 1 (interaction). (2) The miRNA is hsa-miR-6802-5p with sequence CUAGGUGGGGGGCUUGAAGC. The protein sequence of the target gene is MDRDLLRQSLGCHGPALLSLLRSEQQDNPHFRSLLGTAAEPARGAAPPPGAGRKEKRVDNIEIQKFISKKADLLFALSWKSDASPPSEVHDDNDNLYAVMPPLEQFMEMPSMDRRELFFRDIERGDIVIGRISSIREFGFFMVLICLGSGIVRDISHLEITALCPLRDVPSHSNHGDPLSYYQTGDIIRAGIKDIDRYHEKLAVSLYSSSLPPHMAGIKLGVITSEELPMYYRRSVELNSNSLESYENIMQSSLGFVNPGVVEFLLEKLGIDESHPPSLMRGLQSKNFSEDDFASALRKK.... Result: 0 (no interaction). (3) The miRNA is hsa-miR-518c-5p with sequence UCUCUGGAGGGAAGCACUUUCUG. The protein sequence of the target gene is MPAMVPGWNHGNITRSKAEELLSRAGKDGSFLVRASESIPRAYALCVLFRNCVYTYRILPNEDDKFTVQASEGVPMRFFTKLDQLIDFYKKENMGLVTHLQYPVPLEEEDAIDEAEEDTVESVMSPPELPPRNIPMSAGPSEAKDLPLATENPRAPEVTRLSLSETLFQRLQSMDTSGLPEEHLKAIQDYLSTQLLLDSDFLKTGSSNLPHLKKLMSLLCKELHGEVIRTLPSLESLQRLFDQQLSPGLRPRPQVPGEASPITMVAKLSQLTSLLSSIEDKVKSLLHEGSESTNRRSLIP.... Result: 0 (no interaction). (4) The miRNA is mmu-miR-669c-3p with sequence UACACACACACACACAAGUAAA. The protein sequence of the target gene is MKPGSDDFLPPPECPVFEPSWAEFRDPLGYIAKIRPIAEKSGICKIRPPADWQPPFAVEVDNFRFTPRIQRLNELEAQTRVKLNYLDQIAKFWEIQGSSLKIPNVERKILDLYSLNKIVMEEGGYEAICKDRRWARVAQRLNYPSGKNIGSLLRSHYERIIYPYEIFQSGANLVQCNTDPFDSEERDKEYKPHSIPLRQSVQPSKFSCYSRRGKRLQPEPEPTEEDIEKNPELKKLQIYGAGPKMIGLGLKAKEKTLRKKDSKQPDKEEVTCPATIVVKGEASEFGKVTSAFSDKNLNHS.... Result: 0 (no interaction). (5) The miRNA is hsa-miR-4276 with sequence CUCAGUGACUCAUGUGC. The protein sequence of the target gene is MGRPGRKPRGRARPGLFPFPKEELRQGGSSPANLNAMSKGPVSFKDVTVDFTQEEWQRLDPAQKALYRDVMLENYCHFISVGFHITKPDMIRKLEQGEELWTERIFPSQSYLEEEEVLVKFSDYQDKPPKSIVIIKHKKLIKERSSVYGEALGKNRVVSKTLFEYKSDGKVLKNISEFISRDINPAMGKLGGSKEWEGSILTSKQEKTHPASILHKQIGRALSSEWDLAQHQKTQIPEQRFEYNKCDSSFLMTGVEFPHGRAHRGGGNFNYSKDDITLFEKSDLGIHPHDLMEKKCSSYN.... Result: 0 (no interaction). (6) The miRNA is hsa-miR-603 with sequence CACACACUGCAAUUACUUUUGC. The protein sequence of the target gene is MCDKEFMWALKNGDLDEVKDYVAKGEDVNRTLEGGRKPLHYAADCGQLEILEFLLLKGADINAPDKHHITPLLSAVYEGHVSCVKLLLSKGADKTVKGPDGLTAFEATDNQAIKALLQ. Result: 1 (interaction). (7) The miRNA is hsa-miR-7112-5p with sequence ACGGGCAGGGCAGUGCACCCUG. The protein sequence of the target gene is MEFPGLGSLGTSEPLPQFVDPALVSSTPESGVFFPSGPEGLDAAASSTAPSTATAAAAALAYYRDAEAYRHSPVFQVYPLLNCMEGIPGGSPYAGWAYGKTGLYPASTVCPTREDSPPQAVEDLDGKGSTSFLETLKTERLSPDLLTLGPALPSSLPVPNSAYGGPDFSSTFFSPTGSPLNSAAYSSPKLRGTLPLPPCEARECVNCGATATPLWRRDRTGHYLCNACGLYHKMNGQNRPLIRPKKRLIVSKRAGTQCTNCQTTTTTLWRRNASGDPVCNACGLYYKLHQVNRPLTMRKD.... Result: 0 (no interaction). (8) The miRNA is hsa-miR-3692-3p with sequence GUUCCACACUGACACUGCAGAAGU. The protein sequence of the target gene is MQMSYAIRCAFYQLLLAALMLVAMLQLLYLSLLSGLHGQEEQEQYFEFFPPSPRSVDQVKSQLRTALASGGVLDASGDYRVYRGLLKTTMDPNDVILATHASVDNLLHLSGLLERWEGPLSVSVFAATKEEAQLATVLAYALSSHCPEMRARVAMHLVCPSRYEAAVPDPREPGEFALLRSCQEVFDKLARVAQPGINYALGTNTSYPNNLLRNLAREEANYALVIDVDMVPSEGLWRGLREMLDQSNHWDGTALVVPAFEIRRSRRMPMNKNELVQLYQVGEVRPFYYGLCTPCHAPTN.... Result: 0 (no interaction).